Task: Predict the reaction yield, written as a fraction of the theoretical maximum amount of product (1.0 means a 100% yield; for example, 0.34 means a 34% yield).. Dataset: Reaction yield outcomes from USPTO patents with 853,638 reactions (1) The reactants are C(=O)([O-])[O-].[K+].[K+].[OH:7][N:8]1[C:12](=[O:13])[C:11]2=[CH:14][CH:15]=[CH:16][CH:17]=[C:10]2[C:9]1=[O:18].[CH:19](Br)([CH3:21])[CH3:20].O. The catalyst is CS(C)=O. The product is [CH:19]([O:7][N:8]1[C:9](=[O:18])[C:10]2[C:11](=[CH:14][CH:15]=[CH:16][CH:17]=2)[C:12]1=[O:13])([CH3:21])[CH3:20]. The yield is 0.866. (2) The reactants are N[C:2]1[CH:3]=[C:4]([NH:17][C:18](=[O:20])[CH3:19])[CH:5]=[CH:6][C:7]=1[C:8]([CH3:16])([CH3:15])[CH2:9][O:10][CH2:11][CH2:12][O:13][CH3:14].N([O-])=[O:22].[Na+]. The catalyst is OS(O)(=O)=O. The product is [OH:22][C:2]1[CH:3]=[C:4]([NH:17][C:18](=[O:20])[CH3:19])[CH:5]=[CH:6][C:7]=1[C:8]([CH3:16])([CH3:15])[CH2:9][O:10][CH2:11][CH2:12][O:13][CH3:14]. The yield is 0.380. (3) The reactants are C[CH2:2][N:3]=C=NCCCN(C)C.[Br:12][C:13]1[CH:18]=[CH:17][C:16]([CH2:19][CH2:20][C:21]([OH:23])=O)=[CH:15][CH:14]=1.C1C=CC2N(O)N=NC=2C=1.NC. The catalyst is CN(C=O)C.O. The product is [Br:12][C:13]1[CH:18]=[CH:17][C:16]([CH2:19][CH2:20][C:21]([NH:3][CH3:2])=[O:23])=[CH:15][CH:14]=1. The yield is 0.670. (4) The reactants are [OH:1][CH:2]([CH2:18][N:19]1[CH2:24][CH2:23][O:22][CH2:21][CH2:20]1)[CH2:3][N:4]1[CH2:10][CH2:9][CH2:8][C:7]2[NH:11][C:12]([CH:15]=O)=[C:13]([CH3:14])[C:6]=2[C:5]1=[O:17].[F:25][C:26]1[C:31]([F:32])=[CH:30][CH:29]=[CH:28][C:27]=1[C:33]1[C:41]([F:42])=[CH:40][CH:39]=[C:38]2[C:34]=1[CH2:35][C:36](=[O:43])[NH:37]2.N1CCCCC1. The catalyst is C(O)C. The product is [F:25][C:26]1[C:31]([F:32])=[CH:30][CH:29]=[CH:28][C:27]=1[C:33]1[C:41]([F:42])=[CH:40][CH:39]=[C:38]2[C:34]=1/[C:35](=[CH:15]/[C:12]1[NH:11][C:7]3[CH2:8][CH2:9][CH2:10][N:4]([CH2:3][C@H:2]([OH:1])[CH2:18][N:19]4[CH2:24][CH2:23][O:22][CH2:21][CH2:20]4)[C:5](=[O:17])[C:6]=3[C:13]=1[CH3:14])/[C:36](=[O:43])[NH:37]2. The yield is 0.780. (5) The reactants are [C:1]1([C:7]([C:20]2[CH:25]=CC=CC=2)=[N:8][NH:9][C:10]2[CH:11]=[C:12]3[C:17](=[CH:18][CH:19]=2)[N:16]=[CH:15][CH:14]=[CH:13]3)[CH:6]=CC=CC=1.O=C(CC)CC#[N:30]. No catalyst specified. The product is [CH2:1]([C:7]1[CH:20]=[C:25]([NH2:30])[N:9]([C:10]2[CH:11]=[C:12]3[C:17](=[CH:18][CH:19]=2)[N:16]=[CH:15][CH:14]=[CH:13]3)[N:8]=1)[CH3:6]. The yield is 0.850.